Task: Predict the product of the given reaction.. Dataset: Forward reaction prediction with 1.9M reactions from USPTO patents (1976-2016) (1) Given the reactants C1C(=O)N([Br:8])C(=O)C1.[C:9]1([N:15]([C:37]2[CH:42]=[CH:41][C:40]([CH3:43])=[CH:39][CH:38]=2)[C:16]2[CH:21]=[CH:20][C:19]([N:22]([C:30]3[CH:35]=[CH:34][C:33]([CH3:36])=[CH:32][CH:31]=3)[C:23](=[O:29])[O:24][C:25]([CH3:28])([CH3:27])[CH3:26])=[CH:18][CH:17]=2)[CH:14]=[CH:13][CH:12]=[CH:11][CH:10]=1, predict the reaction product. The product is: [Br:8][C:12]1[CH:13]=[CH:14][C:9]([N:15]([C:37]2[CH:42]=[CH:41][C:40]([CH3:43])=[CH:39][CH:38]=2)[C:16]2[CH:17]=[CH:18][C:19]([N:22]([C:30]3[CH:31]=[CH:32][C:33]([CH3:36])=[CH:34][CH:35]=3)[C:23](=[O:29])[O:24][C:25]([CH3:28])([CH3:27])[CH3:26])=[CH:20][CH:21]=2)=[CH:10][CH:11]=1. (2) Given the reactants [F:1][C:2]1[CH:7]=[C:6]([NH:8][CH3:9])[CH:5]=[CH:4][C:3]=1[CH2:10][OH:11].C[N+]1([O-])CCOCC1, predict the reaction product. The product is: [F:1][C:2]1[CH:7]=[C:6]([NH:8][CH3:9])[CH:5]=[CH:4][C:3]=1[CH:10]=[O:11]. (3) Given the reactants [OH-].[K+].[Br:3][C:4]1[C:13]2[S:14][C:15]([CH3:18])=[C:16]([CH3:17])[C:12]=2[C:11]([C:19]2[CH:24]=[CH:23][C:22]([O:25]C(=O)C)=[CH:21][CH:20]=2)=[C:10]2[C:5]=1[CH:6]=[CH:7][CH:8]=[CH:9]2.CO, predict the reaction product. The product is: [Br:3][C:4]1[C:13]2[S:14][C:15]([CH3:18])=[C:16]([CH3:17])[C:12]=2[C:11]([C:19]2[CH:20]=[CH:21][C:22]([OH:25])=[CH:23][CH:24]=2)=[C:10]2[C:5]=1[CH:6]=[CH:7][CH:8]=[CH:9]2. (4) Given the reactants [SH:1]CCS.[OH-].[K+].[C:7](Cl)(=[O:11])[C:8]([CH3:10])=[CH2:9].CO[C:15]1[CH:20]=[CH:19][C:18](O)=[CH:17][CH:16]=1, predict the reaction product. The product is: [C:7]([O:11][C:15]1[CH:20]=[CH:19][CH:18]=[CH:17][CH:16]=1)(=[S:1])[C:8]([CH3:10])=[CH2:9]. (5) Given the reactants O.[C:2]([O:6][CH2:7][CH2:8][CH2:9][CH3:10])(=[O:5])[CH:3]=[CH2:4].[C:11](=O)([O-])[O-].[Ca+2], predict the reaction product. The product is: [C:2]([O:6][CH3:7])(=[O:5])[C:3]([CH3:11])=[CH2:4].[C:2]([O:6][CH2:7][CH2:8][CH2:9][CH3:10])(=[O:5])[CH:3]=[CH2:4]. (6) The product is: [CH2:1]([O:8][C:9]([N:11]1[CH2:16][C@H:15]([C:17]2[N:21]3[CH:22]=[CH:23][N:24]=[C:25]([Cl:26])[C:20]3=[CH:19][N:18]=2)[CH2:14][CH2:13][C@H:12]1[CH2:28][O:29][CH3:30])=[O:10])[C:2]1[CH:7]=[CH:6][CH:5]=[CH:4][CH:3]=1. Given the reactants [CH2:1]([O:8][C:9]([N:11]1[CH2:16][C@@H:15]([C:17](=O)[NH:18][CH2:19][C:20]2[C:25]([Cl:26])=[N:24][CH:23]=[CH:22][N:21]=2)[CH2:14][CH2:13][C@@H:12]1[CH2:28][O:29][CH3:30])=[O:10])[C:2]1[CH:7]=[CH:6][CH:5]=[CH:4][CH:3]=1.O=P(Cl)(Cl)Cl.C([O-])(O)=O.[Na+], predict the reaction product. (7) Given the reactants [C:1]([O:5][C:6]([N:8]1[C:17]2[C:12](=[CH:13][C:14](B3OC(C)(C)C(C)(C)O3)=[CH:15][N:16]=2)[CH2:11][CH2:10][CH2:9]1)=[O:7])([CH3:4])([CH3:3])[CH3:2].Br[C:28]1[CH:29]=[C:30]([OH:34])[CH:31]=[N:32][CH:33]=1, predict the reaction product. The product is: [C:1]([O:5][C:6]([N:8]1[C:17]2[C:12](=[CH:13][C:14]([C:28]3[CH:33]=[N:32][CH:31]=[C:30]([OH:34])[CH:29]=3)=[CH:15][N:16]=2)[CH2:11][CH2:10][CH2:9]1)=[O:7])([CH3:2])([CH3:3])[CH3:4].